From a dataset of Reaction yield outcomes from USPTO patents with 853,638 reactions. Predict the reaction yield, written as a fraction of the theoretical maximum amount of product (1.0 means a 100% yield; for example, 0.34 means a 34% yield). (1) The yield is 1.00. The reactants are [CH3:1][O:2][C:3]1[CH:4]=[C:5]2[C:10](=[CH:11][CH:12]=1)[CH:9]=[C:8]([C@H:13]([CH3:17])[C:14]([OH:16])=[O:15])[CH:7]=[CH:6]2.C([O-])(O)=O.[Na+].Br[CH2:24][C:25]([O:27][C:28]([CH3:31])([CH3:30])[CH3:29])=[O:26]. The catalyst is CN(C=O)C. The product is [CH3:1][O:2][C:3]1[CH:4]=[C:5]2[C:10](=[CH:11][CH:12]=1)[CH:9]=[C:8]([C@H:13]([CH3:17])[C:14]([O:16][CH2:24][C:25]([O:27][C:28]([CH3:31])([CH3:30])[CH3:29])=[O:26])=[O:15])[CH:7]=[CH:6]2. (2) The reactants are Br[CH2:2][C:3]1[O:7][N:6]=[C:5]([C:8]([NH:10][C@@H:11]([CH3:27])[CH2:12][N:13]2[CH:17]=[CH:16][C:15]([C:18]3[CH:23]=[CH:22][C:21]([C:24]#[N:25])=[C:20]([Cl:26])[CH:19]=3)=[N:14]2)=[O:9])[CH:4]=1.[NH:28]1[CH:32]=[CH:31][N:30]=[CH:29]1. The catalyst is C(#N)C. The product is [N:28]1([CH2:2][C:3]2[O:7][N:6]=[C:5]([C:8]([NH:10][C@@H:11]([CH3:27])[CH2:12][N:13]3[CH:17]=[CH:16][C:15]([C:18]4[CH:23]=[CH:22][C:21]([C:24]#[N:25])=[C:20]([Cl:26])[CH:19]=4)=[N:14]3)=[O:9])[CH:4]=2)[CH:32]=[CH:31][N:30]=[CH:29]1. The yield is 0.138. (3) The reactants are [CH3:1][CH:2]([CH3:11])[CH:3]([C:5]1[CH:6]=[N:7][CH:8]=[CH:9][CH:10]=1)[OH:4]. The catalyst is ClCCl.[O-2].[O-2].[Mn+4]. The product is [CH3:1][CH:2]([CH3:11])[C:3]([C:5]1[CH:6]=[N:7][CH:8]=[CH:9][CH:10]=1)=[O:4]. The yield is 0.810. (4) The reactants are [CH3:1][O:2][C:3](=[O:13])[CH2:4][C:5]1[CH:10]=[C:9]([OH:11])[CH:8]=[C:7]([OH:12])[CH:6]=1.C([O-])([O-])=O.[K+].[K+].[CH2:20](Br)[C:21]1[CH:26]=[CH:25][CH:24]=[CH:23][CH:22]=1. The catalyst is CC#N. The product is [CH2:20]([O:11][C:9]1[CH:10]=[C:5]([CH2:4][C:3]([O:2][CH3:1])=[O:13])[CH:6]=[C:7]([OH:12])[CH:8]=1)[C:21]1[CH:26]=[CH:25][CH:24]=[CH:23][CH:22]=1. The yield is 0.350. (5) The reactants are Cl[C:2]1[N:7]=[C:6]([C:8]([F:11])([F:10])[F:9])[CH:5]=[CH:4][N:3]=1.[NH2:12][C:13]1[CH:14]=[C:15]([C:19]2[N:20]=[C:21]([N:24]3[CH2:29][CH2:28][CH:27]([C:30]([O:32][CH2:33][CH3:34])=[O:31])[CH2:26][CH2:25]3)[S:22][CH:23]=2)[CH:16]=[CH:17][CH:18]=1.CC1C=CC(S(O)(=O)=O)=CC=1. The catalyst is O1CCOCC1. The product is [F:9][C:8]([F:11])([F:10])[C:6]1[CH:5]=[CH:4][N:3]=[C:2]([NH:12][C:13]2[CH:14]=[C:15]([C:19]3[N:20]=[C:21]([N:24]4[CH2:29][CH2:28][CH:27]([C:30]([O:32][CH2:33][CH3:34])=[O:31])[CH2:26][CH2:25]4)[S:22][CH:23]=3)[CH:16]=[CH:17][CH:18]=2)[N:7]=1. The yield is 0.350. (6) The reactants are [C:1]1([CH:8]=[CH:7][CH:6]=[C:4]([OH:5])[CH:3]=1)[OH:2].O.C1(C)C=CC(S(O)(=O)=O)=CC=1.[CH2:21]([O:23][CH:24](OCC)[CH:25]=[CH2:26])[CH3:22].[OH-].[Na+]. The catalyst is O.C(#N)C. The product is [CH2:21]([O:23][CH:24]1[CH2:25][CH2:26][C:8]2[C:1](=[CH:3][C:4]([OH:5])=[CH:6][CH:7]=2)[O:2]1)[CH3:22]. The yield is 0.620. (7) The reactants are CO.Cl.[CH3:4][O:5][C:6]1[CH:11]=[CH:10][C:9]([NH:12][NH2:13])=[CH:8][CH:7]=1.[F:14][C:15]([F:27])([F:26])[C:16](=O)[CH2:17][C:18]([C:20]1[O:21][CH:22]=[CH:23][CH:24]=1)=O.FC(F)(F)C(O)=O. The catalyst is C(O)(C)C.O. The product is [O:21]1[CH:22]=[CH:23][CH:24]=[C:20]1[C:18]1[N:12]([C:9]2[CH:10]=[CH:11][C:6]([O:5][CH3:4])=[CH:7][CH:8]=2)[N:13]=[C:16]([C:15]([F:14])([F:26])[F:27])[CH:17]=1. The yield is 0.960. (8) The reactants are [F:1][CH:2]1[CH:7]([NH:8][C:9]2[CH:14]=[CH:13][C:12]([N+:15]([O-])=O)=[CH:11][CH:10]=2)[CH2:6][CH2:5][N:4]([CH3:18])[CH2:3]1. The catalyst is CO.[Pd]. The product is [F:1][CH:2]1[CH:7]([NH:8][C:9]2[CH:14]=[CH:13][C:12]([NH2:15])=[CH:11][CH:10]=2)[CH2:6][CH2:5][N:4]([CH3:18])[CH2:3]1. The yield is 0.960.